Dataset: Retrosynthesis with 50K atom-mapped reactions and 10 reaction types from USPTO. Task: Predict the reactants needed to synthesize the given product. Given the product CCc1ncccc1Nc1ncc(C)n(CC(=O)O)c1=O, predict the reactants needed to synthesize it. The reactants are: CCOC(=O)Cn1c(C)cnc(Nc2cccnc2CC)c1=O.